From a dataset of Peptide-MHC class I binding affinity with 185,985 pairs from IEDB/IMGT. Regression. Given a peptide amino acid sequence and an MHC pseudo amino acid sequence, predict their binding affinity value. This is MHC class I binding data. (1) The peptide sequence is QRHPNFPSK. The MHC is HLA-A02:03 with pseudo-sequence HLA-A02:03. The binding affinity (normalized) is 0.0847. (2) The peptide sequence is IKLTVVVGDI. The MHC is HLA-B08:01 with pseudo-sequence HLA-B08:01. The binding affinity (normalized) is 0.356.